Task: Predict the reactants needed to synthesize the given product.. Dataset: Full USPTO retrosynthesis dataset with 1.9M reactions from patents (1976-2016) (1) Given the product [CH3:58][NH:57][C:3]([N:24]1[CH2:23][CH2:22][CH:21]([N:18]2[CH2:19][CH2:20][C@@H:16]([CH2:15][C:14]3[C:9]([Cl:8])=[CH:10][C:11]([C:29]4[CH:30]=[CH:31][C:32]([C:35]([N:37]5[CH2:38][CH2:39][CH:40]([C:43]([F:46])([F:44])[F:45])[CH2:41][CH2:42]5)=[O:36])=[CH:33][CH:34]=4)=[CH:12][C:13]=3[Cl:28])[C:17]2=[O:27])[CH2:26][CH2:25]1)=[O:5], predict the reactants needed to synthesize it. The reactants are: FC(F)(F)[C:3]([OH:5])=O.[Cl:8][C:9]1[CH:10]=[C:11]([C:29]2[CH:34]=[CH:33][C:32]([C:35]([N:37]3[CH2:42][CH2:41][CH:40]([C:43]([F:46])([F:45])[F:44])[CH2:39][CH2:38]3)=[O:36])=[CH:31][CH:30]=2)[CH:12]=[C:13]([Cl:28])[C:14]=1[CH2:15][C@@H:16]1[CH2:20][CH2:19][N:18]([CH:21]2[CH2:26][CH2:25][NH:24][CH2:23][CH2:22]2)[C:17]1=[O:27].C(=O)([O-])[O-].[K+].[K+].C[Si]([N:57]=[C:58]=O)(C)C. (2) Given the product [N:22]1([C:27]2[CH:28]=[CH:29][C:30]([O:1][CH2:2][CH2:3][C@@H:4]3[CH2:6][C@@H:5]3[CH:7]3[CH2:12][CH2:11][N:10]([C:13]([O:15][C:16]4([CH3:19])[CH2:18][CH2:17]4)=[O:14])[CH2:9][CH2:8]3)=[N:31][CH:32]=2)[CH:26]=[N:25][CH:24]=[N:23]1, predict the reactants needed to synthesize it. The reactants are: [OH:1][CH2:2][CH2:3][C@@H:4]1[CH2:6][C@@H:5]1[CH:7]1[CH2:12][CH2:11][N:10]([C:13]([O:15][C:16]2([CH3:19])[CH2:18][CH2:17]2)=[O:14])[CH2:9][CH2:8]1.[H-].[Na+].[N:22]1([C:27]2[CH:28]=[CH:29][C:30](O)=[N:31][CH:32]=2)[CH:26]=[N:25][CH:24]=[N:23]1. (3) Given the product [NH3:13].[CH3:1][O:2][C:3]1[CH:4]=[C:5]([CH3:26])[C:6]([S:10]([N:13]([CH3:14])[CH2:15][C:16]2[N:20]=[C:19]([C:21]([N:37]3[CH2:36][CH2:35][CH:34]([CH2:33][CH2:32][N:27]4[CH2:31][CH2:30][CH2:29][CH2:28]4)[CH2:39][CH2:38]3)=[O:22])[O:18][N:17]=2)(=[O:11])=[O:12])=[C:7]([CH3:9])[CH:8]=1, predict the reactants needed to synthesize it. The reactants are: [CH3:1][O:2][C:3]1[CH:8]=[C:7]([CH3:9])[C:6]([S:10]([N:13]([CH2:15][C:16]2[N:20]=[C:19]([C:21](OCC)=[O:22])[O:18][N:17]=2)[CH3:14])(=[O:12])=[O:11])=[C:5]([CH3:26])[CH:4]=1.[N:27]1([CH2:32][CH2:33][CH:34]2[CH2:39][CH2:38][NH:37][CH2:36][CH2:35]2)[CH2:31][CH2:30][CH2:29][CH2:28]1.C[Al](C)C. (4) Given the product [Cl:1][C:2]1[CH:10]=[C:9]2[C:5]([C:6]([CH:11]=[CH:12][C:13]3[CH:18]=[CH:17][C:16]([CH2:19][CH3:20])=[CH:15][N:14]=3)=[N:7][NH:8]2)=[CH:4][CH:3]=1, predict the reactants needed to synthesize it. The reactants are: [Cl:1][C:2]1[CH:10]=[C:9]2[C:5]([C:6]([CH:11](O)[CH2:12][C:13]3[CH:18]=[CH:17][C:16]([CH2:19][CH3:20])=[CH:15][N:14]=3)=[N:7][NH:8]2)=[CH:4][CH:3]=1.S(Cl)(C)(=O)=O.C1CCN2C(=NCCC2)CC1. (5) Given the product [CH2:21]([O:11][C:9]([NH:1][C@@H:2]1[CH2:7][CH2:6][CH2:5][CH2:4][C@H:3]1[NH:8][C:16]([O:18][CH2:19][CH3:20])=[O:17])=[O:12])[CH3:22], predict the reactants needed to synthesize it. The reactants are: [NH2:1][C@@H:2]1[CH2:7][CH2:6][CH2:5][CH2:4][C@H:3]1[NH2:8].[C:9](=[O:12])([O-:11])[O-].[K+].[K+].Cl[C:16]([O:18][CH2:19][CH3:20])=[O:17].[CH2:21]1COC[CH2:22]1. (6) Given the product [CH3:19][C:10]1[CH:15]=[CH:14][C:13]([C:16]([C:6]2[NH:5][CH:9]=[CH:8][CH:7]=2)=[O:17])=[CH:12][CH:11]=1, predict the reactants needed to synthesize it. The reactants are: C(Br)C.[Mg].[NH:5]1[CH:9]=[CH:8][CH:7]=[CH:6]1.[C:10]1([CH3:19])[CH:15]=[CH:14][C:13]([C:16](Cl)=[O:17])=[CH:12][CH:11]=1.Cl. (7) Given the product [C:1]([O:16][CH2:15][CH2:14][CH2:13][C:12]([F:11])=[C:17]([F:19])[F:18])(=[O:3])[CH3:2], predict the reactants needed to synthesize it. The reactants are: [C:1](Cl)(=[O:3])[CH3:2].C(=O)([O-])[O-].[K+].[K+].[F:11][C:12](=[C:17]([F:19])[F:18])[CH2:13][CH2:14][CH2:15][OH:16].